From a dataset of Reaction yield outcomes from USPTO patents with 853,638 reactions. Predict the reaction yield, written as a fraction of the theoretical maximum amount of product (1.0 means a 100% yield; for example, 0.34 means a 34% yield). (1) The reactants are [Cl:1][C:2]1[C:10]([C:11]([F:14])([F:13])[F:12])=[CH:9][C:5]([C:6](=S)[NH2:7])=[CH:4][C:3]=1[C:15]([F:18])([F:17])[F:16].O.[NH2:20][NH2:21].[CH:22](O)=O.C([O-])(O)=O.[Na+]. The catalyst is CN(C=O)C. The product is [Cl:1][C:2]1[C:10]([C:11]([F:14])([F:13])[F:12])=[CH:9][C:5]([C:6]2[N:7]=[CH:22][NH:21][N:20]=2)=[CH:4][C:3]=1[C:15]([F:18])([F:17])[F:16]. The yield is 0.360. (2) The catalyst is C(Cl)Cl.CN(C=O)C.CCOC(C)=O. The product is [CH3:31][O:32][C:33](=[O:34])[NH:35][CH:36]([C:37]([N:8]1[CH2:12][CH:11]([CH2:13][O:14][CH:15]([F:17])[F:16])[CH2:10][CH:9]1[C:18]1[NH:19][C:20]([C:23]2[CH:28]=[CH:27][C:26]([Br:29])=[CH:25][CH:24]=2)=[CH:21][N:22]=1)=[O:38])[CH:40]([CH3:42])[CH3:41]. The yield is 0.610. The reactants are C(OC([N:8]1[CH2:12][CH:11]([CH2:13][O:14][CH:15]([F:17])[F:16])[CH2:10][CH:9]1[C:18]1[NH:19][C:20]([C:23]2[CH:28]=[CH:27][C:26]([Br:29])=[CH:25][CH:24]=2)=[CH:21][N:22]=1)=O)(C)(C)C.Cl.[CH3:31][O:32][C:33]([NH:35][CH:36]([CH:40]([CH3:42])[CH3:41])[C:37](O)=[O:38])=[O:34].CN(C(ON1N=NC2C=CC=NC1=2)=[N+](C)C)C.F[P-](F)(F)(F)(F)F.C(N(CC)CC)C. (3) The reactants are [CH2:1]([N:5]1[C:13](=[O:14])[N:8]2[CH:9]=[CH:10][CH:11]=[CH:12][C:7]2=[N:6]1)[CH2:2][C:3]#[CH:4].Br[C:16]1[CH:21]=[CH:20][CH:19]=[C:18]([CH2:22][F:23])[N:17]=1. The yield is 0.180. The product is [F:23][CH2:22][C:18]1[N:17]=[C:16]([C:4]#[C:3][CH2:2][CH2:1][N:5]2[C:13](=[O:14])[N:8]3[CH:9]=[CH:10][CH:11]=[CH:12][C:7]3=[N:6]2)[CH:21]=[CH:20][CH:19]=1. No catalyst specified. (4) The reactants are [CH2:1]([C@@H:5]1[NH:10][CH2:9][C@H:8]([CH2:11][S:12][CH3:13])[NH:7][C:6]1=[O:14])[CH:2]([CH3:4])[CH3:3].[Cl:15][C:16]1[CH:21]=[CH:20][C:19]([C:22]2[O:26][N:25]=[C:24]([C:27](O)=[O:28])[CH:23]=2)=[CH:18][CH:17]=1.C([C@@H]1N(C(=O)/C=C/C2C=CC=CC=2)C[C@H](CC(C)C)NC1=O)C(C)C. No catalyst specified. The product is [Cl:15][C:16]1[CH:17]=[CH:18][C:19]([C:22]2[O:26][N:25]=[C:24]([C:27]([N:10]3[CH2:9][C@H:8]([CH2:11][S:12][CH3:13])[NH:7][C:6](=[O:14])[C@@H:5]3[CH2:1][CH:2]([CH3:4])[CH3:3])=[O:28])[CH:23]=2)=[CH:20][CH:21]=1. The yield is 0.510. (5) The reactants are [Cl:1][C:2]1[C:3]([OH:12])=[C:4]([C:8](=[O:11])[CH2:9][CH3:10])[CH:5]=[CH:6][CH:7]=1.[C:13](=O)([O-])[O-].[K+].[K+].S(OC)(OC)(=O)=O. The catalyst is CC(C)=O. The product is [Cl:1][C:2]1[C:3]([O:12][CH3:13])=[C:4]([C:8](=[O:11])[CH2:9][CH3:10])[CH:5]=[CH:6][CH:7]=1. The yield is 0.980. (6) The reactants are C([N:8]1[CH:13]2[CH2:14][CH2:15][CH:9]1[CH2:10][C:11](=[O:16])[CH2:12]2)C1C=CC=CC=1.[C:25](O[C:25]([O:27][C:28]([CH3:31])([CH3:30])[CH3:29])=[O:26])([O:27][C:28]([CH3:31])([CH3:30])[CH3:29])=[O:26]. The catalyst is [Pd].CCOC(C)=O. The product is [C:28]([O:27][C:25]([N:8]1[CH:13]2[CH2:14][CH2:15][CH:9]1[CH2:10][C:11](=[O:16])[CH2:12]2)=[O:26])([CH3:29])([CH3:30])[CH3:31]. The yield is 1.00. (7) The reactants are [Cl:1][C:2]1[N:10]=[CH:9][N:8]=[C:7]2[C:3]=1[N:4]=[CH:5][N:6]2[C@@H:11]1[O:17][C@H:16]([CH2:18][OH:19])[C@@H:14]([OH:15])[C@H:12]1[OH:13].[C:20]1([C:26](Cl)([C:33]2[CH:38]=[CH:37][CH:36]=[CH:35][CH:34]=2)[C:27]2[CH:32]=[CH:31][CH:30]=[CH:29][CH:28]=2)[CH:25]=[CH:24][CH:23]=[CH:22][CH:21]=1.CCN(C(C)C)C(C)C. The catalyst is CN(C=O)C. The product is [Cl:1][C:2]1[N:10]=[CH:9][N:8]=[C:7]2[C:3]=1[N:4]=[CH:5][N:6]2[C@H:11]1[C@H:12]([OH:13])[C@H:14]([OH:15])[C@@H:16]([CH2:18][O:19][C:26]([C:20]2[CH:25]=[CH:24][CH:23]=[CH:22][CH:21]=2)([C:33]2[CH:34]=[CH:35][CH:36]=[CH:37][CH:38]=2)[C:27]2[CH:28]=[CH:29][CH:30]=[CH:31][CH:32]=2)[O:17]1. The yield is 0.650. (8) The reactants are [C:1]([CH2:3][CH2:4][PH:5]([O:14][C@@H:15]1[C@@H:19]([CH2:20][O:21][C:22]([C:39]2[CH:44]=[CH:43][CH:42]=[CH:41][CH:40]=2)([C:31]2[CH:36]=[CH:35][C:34]([O:37][CH3:38])=[CH:33][CH:32]=2)[C:23]2[CH:28]=[CH:27][C:26]([O:29][CH3:30])=[CH:25][CH:24]=2)[O:18][C@@H:17]([N:45]2[CH:52]=[CH:51][C:49](=O)[NH:48][C:46]2=[O:47])[C@@H:16]1[O:53][CH2:54][O:55][CH2:56][CH:57]([C:62]([F:65])([F:64])[F:63])[C:58]([F:61])([F:60])[F:59])([N:7]([CH:11]([CH3:13])[CH3:12])[CH:8]([CH3:10])[CH3:9])[OH:6])#[N:2].[C:66]([NH:69]C1C=CN([C@@H]2O[C@H](COC(C3C=CC=CC=3)(C3C=CC(OC)=CC=3)C3C=CC(OC)=CC=3)[C@@H](O)[C@H]2OCOCC(C(F)(F)F)C(F)(F)F)C(=O)N=1)(=[O:68])[CH3:67]. No catalyst specified. The product is [C:1]([CH2:3][CH2:4][PH:5]([O:14][C@@H:15]1[C@@H:19]([CH2:20][O:21][C:22]([C:39]2[CH:44]=[CH:43][CH:42]=[CH:41][CH:40]=2)([C:23]2[CH:24]=[CH:25][C:26]([O:29][CH3:30])=[CH:27][CH:28]=2)[C:31]2[CH:32]=[CH:33][C:34]([O:37][CH3:38])=[CH:35][CH:36]=2)[O:18][C@@H:17]([N:45]2[CH:52]=[CH:51][C:49]([NH:69][C:66](=[O:68])[CH3:67])=[N:48][C:46]2=[O:47])[C@@H:16]1[O:53][CH2:54][O:55][CH2:56][CH:57]([C:62]([F:64])([F:65])[F:63])[C:58]([F:61])([F:60])[F:59])([N:7]([CH:8]([CH3:10])[CH3:9])[CH:11]([CH3:13])[CH3:12])[OH:6])#[N:2]. The yield is 0.860.